Dataset: Catalyst prediction with 721,799 reactions and 888 catalyst types from USPTO. Task: Predict which catalyst facilitates the given reaction. Reactant: [Br:1][C:2]1[CH:11]=[C:10]2[C:5]([CH2:6][C:7]([CH3:25])([CH3:24])[CH2:8][C:9]2([CH2:19][C:20]([O:22][CH3:23])=[O:21])[NH:12]S(C(C)(C)C)=O)=[CH:4][CH:3]=1.Cl. Product: [NH2:12][C:9]1([CH2:19][C:20]([O:22][CH3:23])=[O:21])[C:10]2[C:5](=[CH:4][CH:3]=[C:2]([Br:1])[CH:11]=2)[CH2:6][C:7]([CH3:24])([CH3:25])[CH2:8]1. The catalyst class is: 12.